Regression/Classification. Given a drug SMILES string, predict its absorption, distribution, metabolism, or excretion properties. Task type varies by dataset: regression for continuous measurements (e.g., permeability, clearance, half-life) or binary classification for categorical outcomes (e.g., BBB penetration, CYP inhibition). Dataset: cyp2c9_veith. From a dataset of CYP2C9 inhibition data for predicting drug metabolism from PubChem BioAssay. The compound is Cc1cc(OCC(F)(F)C(F)(F)C(F)(F)C(F)(F)C(F)(F)C(F)F)nc(N)n1. The result is 1 (inhibitor).